This data is from NCI-60 drug combinations with 297,098 pairs across 59 cell lines. The task is: Regression. Given two drug SMILES strings and cell line genomic features, predict the synergy score measuring deviation from expected non-interaction effect. (1) Drug 1: CS(=O)(=O)C1=CC(=C(C=C1)C(=O)NC2=CC(=C(C=C2)Cl)C3=CC=CC=N3)Cl. Drug 2: CNC(=O)C1=NC=CC(=C1)OC2=CC=C(C=C2)NC(=O)NC3=CC(=C(C=C3)Cl)C(F)(F)F. Cell line: ACHN. Synergy scores: CSS=38.9, Synergy_ZIP=-3.97, Synergy_Bliss=-0.248, Synergy_Loewe=-23.3, Synergy_HSA=-2.86. (2) Drug 1: C1=NC2=C(N=C(N=C2N1C3C(C(C(O3)CO)O)O)F)N. Drug 2: C1=NC2=C(N1)C(=S)N=CN2. Cell line: UACC-257. Synergy scores: CSS=15.4, Synergy_ZIP=-6.39, Synergy_Bliss=2.68, Synergy_Loewe=-15.6, Synergy_HSA=2.52. (3) Drug 1: C1=CC(=CC=C1C#N)C(C2=CC=C(C=C2)C#N)N3C=NC=N3. Drug 2: C1=NC2=C(N=C(N=C2N1C3C(C(C(O3)CO)O)O)F)N. Cell line: RPMI-8226. Synergy scores: CSS=7.16, Synergy_ZIP=5.27, Synergy_Bliss=7.56, Synergy_Loewe=7.39, Synergy_HSA=4.68. (4) Drug 1: C1=CC(=CC=C1CCC2=CNC3=C2C(=O)NC(=N3)N)C(=O)NC(CCC(=O)O)C(=O)O. Drug 2: C1=NC2=C(N1)C(=S)N=CN2. Cell line: MCF7. Synergy scores: CSS=32.8, Synergy_ZIP=-8.77, Synergy_Bliss=-9.11, Synergy_Loewe=-3.01, Synergy_HSA=-1.00.